From a dataset of Reaction yield outcomes from USPTO patents with 853,638 reactions. Predict the reaction yield, written as a fraction of the theoretical maximum amount of product (1.0 means a 100% yield; for example, 0.34 means a 34% yield). (1) The reactants are [CH2:1]([O:8][C:9]1[CH:10]=[C:11]2[C:16](=[CH:17][CH:18]=1)[C:15]([C:19](=[O:35])[C:20]1[CH:25]=[CH:24][C:23]([O:26][CH2:27][CH2:28][N:29]3[CH2:34][CH2:33][CH2:32][CH2:31][CH2:30]3)=[CH:22][CH:21]=1)=[C:14](OS(C(F)(F)F)(=O)=O)[CH:13]=[CH:12]2)[C:2]1[CH:7]=[CH:6][CH:5]=[CH:4][CH:3]=1.B1(B2OCC(C)(C)CO2)OCC(C)(C)CO1.[F-].[Cs+].Br[C:63]1[CH:68]=[CH:67][C:66]([F:69])=[CH:65][C:64]=1[F:70]. The catalyst is C1CCC(P(C2CCCCC2)C2CCCCC2)CC1.C1CCC(P(C2CCCCC2)C2CCCCC2)CC1.[Pd].C(#N)C. The product is [CH2:1]([O:8][C:9]1[CH:10]=[C:11]2[C:16](=[CH:17][CH:18]=1)[C:15]([C:19]([C:20]1[CH:21]=[CH:22][C:23]([O:26][CH2:27][CH2:28][N:29]3[CH2:34][CH2:33][CH2:32][CH2:31][CH2:30]3)=[CH:24][CH:25]=1)=[O:35])=[C:14]([C:63]1[CH:68]=[CH:67][C:66]([F:69])=[CH:65][C:64]=1[F:70])[CH:13]=[CH:12]2)[C:2]1[CH:3]=[CH:4][CH:5]=[CH:6][CH:7]=1. The yield is 0.580. (2) The reactants are [CH2:1]([P:3]([O-:9])[O:4][CH2:5][CH2:6][CH2:7][CH3:8])[CH3:2].[O-]CC.[Na+].[CH2:14](Cl)[CH:15]=[CH2:16]. The catalyst is C(O)C.Cl[Ni](Cl)([P](C1C=CC=CC=1)(C1C=CC=CC=1)C1C=CC=CC=1)[P](C1C=CC=CC=1)(C1C=CC=CC=1)C1C=CC=CC=1. The product is [CH2:1]([P:3]([CH:14]=[CH:15][CH3:16])(=[O:9])[O:4][CH2:5][CH2:6][CH2:7][CH3:8])[CH3:2]. The yield is 0.660.